From a dataset of Forward reaction prediction with 1.9M reactions from USPTO patents (1976-2016). Predict the product of the given reaction. (1) The product is: [F:1][C:2]1[CH:24]=[CH:23][C:22]([F:25])=[CH:21][C:3]=1[CH2:4][O:5][C:6]1[CH:11]=[CH:10][C:9]([C:12](=[O:20])[CH2:13][CH2:14][C:15]([OH:17])=[O:16])=[CH:8][CH:7]=1. Given the reactants [F:1][C:2]1[CH:24]=[CH:23][C:22]([F:25])=[CH:21][C:3]=1[CH2:4][O:5][C:6]1[CH:11]=[CH:10][C:9]([C:12](=[O:20])[CH2:13][CH2:14][C:15]([O:17]CC)=[O:16])=[CH:8][CH:7]=1.C(O)C.Cl, predict the reaction product. (2) The product is: [Br:17][C:11]1[N:10]2[N:14]=[N:15][N:16]=[C:9]2[C:8]([N:5]2[CH2:4][CH2:3][N:2]([CH3:1])[CH2:7][CH2:6]2)=[N:13][CH:12]=1. Given the reactants [CH3:1][N:2]1[CH2:7][CH2:6][N:5]([C:8]2[C:9]3[N:10]([N:14]=[N:15][N:16]=3)[CH:11]=[CH:12][N:13]=2)[CH2:4][CH2:3]1.[Br:17]N1C(=O)CCC1=O.O.C(N(CC)CC)C, predict the reaction product. (3) Given the reactants [F:1][C:2]1[CH:3]=[C:4]([N:29]2[CH2:33][C@H:32]([CH2:34][NH:35][C:36](=[O:38])[CH3:37])[O:31][C:30]2=[O:39])[CH:5]=[CH:6][C:7]=1[C:8]1C(OC)=N[C:11]([O:14][C@@H:15]2[CH2:20][O:19][C:18]3=[N:21][C:22]([N+:24]([O-:26])=[O:25])=[CH:23][N:17]3[CH2:16]2)=[N:12][CH:13]=1.[CH3:40][O:41][C:42](=[O:63])[C:43]1C=C(Br)C=N[C:44]=1O[C@@H]1COC2=NC([N+]([O-])=O)=CN2C1, predict the reaction product. The product is: [CH3:40][O:41][C:42](=[O:63])[C:43]1[CH:44]=[C:8]([C:7]2[CH:6]=[CH:5][C:4]([N:29]3[CH2:33][C@H:32]([CH2:34][NH:35][C:36](=[O:38])[CH3:37])[O:31][C:30]3=[O:39])=[CH:3][C:2]=2[F:1])[CH:13]=[N:12][C:11]=1[O:14][C@@H:15]1[CH2:20][O:19][C:18]2=[N:21][C:22]([N+:24]([O-:26])=[O:25])=[CH:23][N:17]2[CH2:16]1.